This data is from Experimentally validated miRNA-target interactions with 360,000+ pairs, plus equal number of negative samples. The task is: Binary Classification. Given a miRNA mature sequence and a target amino acid sequence, predict their likelihood of interaction. The miRNA is hsa-miR-6509-3p with sequence UUCCACUGCCACUACCUAAUUU. The protein sequence of the target gene is MASGHSLLLENAQQVVLVCARGERFLARDALRSLAVLEGASLVVGKDGFIKAIGPADVIQRQFSGETFEEIIDCSGKCILPGLVDAHTHPVWAGERVHEFAMKLAGATYMEIHQAGGGIHFTVERTRQATEEELFRSLQQRLQCMMRAGTTLVECKSGYGLDLETELKMLRVIERARRELDIGISATYCGAHSVPKGKTATEAADDIINNHLPKLKELGRNGEIHVDNIDVFCEKGVFDLDSTRRILQRGKDIGLQINFHGDELHPMKAAELGAELGAQAISHLEEVSDEGIVAMATARC.... Result: 0 (no interaction).